Dataset: Peptide-MHC class II binding affinity with 134,281 pairs from IEDB. Task: Regression. Given a peptide amino acid sequence and an MHC pseudo amino acid sequence, predict their binding affinity value. This is MHC class II binding data. (1) The peptide sequence is AAAAAYETAFAAIVP. The MHC is DRB5_0101 with pseudo-sequence DRB5_0101. The binding affinity (normalized) is 0.495. (2) The MHC is DRB1_1101 with pseudo-sequence DRB1_1101. The peptide sequence is GRLQIVDKIDAAFKI. The binding affinity (normalized) is 0.616. (3) The peptide sequence is TNTFVLKKEVSETQH. The MHC is DRB1_0301 with pseudo-sequence DRB1_0301. The binding affinity (normalized) is 0.284. (4) The peptide sequence is HLSIPNFNQYEAMSC. The MHC is DRB1_0101 with pseudo-sequence DRB1_0101. The binding affinity (normalized) is 0.599. (5) The peptide sequence is VMDIISRKDQRGSGQVG. The MHC is DRB1_1302 with pseudo-sequence DRB1_1302. The binding affinity (normalized) is 0.222. (6) The peptide sequence is LIGLRIVFAVLSIVNRVRQG. The MHC is DRB1_0401 with pseudo-sequence DRB1_0401. The binding affinity (normalized) is 0.303. (7) The peptide sequence is QLVPKLDEVYNAAYN. The binding affinity (normalized) is 0.177. The MHC is HLA-DQA10401-DQB10402 with pseudo-sequence HLA-DQA10401-DQB10402. (8) The peptide sequence is AFKVAAWAANAAPAN. The MHC is HLA-DPA10103-DPB10301 with pseudo-sequence HLA-DPA10103-DPB10301. The binding affinity (normalized) is 0.808. (9) The peptide sequence is KTFEREYPTIKQKKPHHHHHH. The MHC is HLA-DQA10201-DQB10301 with pseudo-sequence HLA-DQA10201-DQB10301. The binding affinity (normalized) is 0.335. (10) The peptide sequence is WGAIWRIDTPDKLTGPFTVR. The MHC is DRB1_0401 with pseudo-sequence DRB1_0401. The binding affinity (normalized) is 0.679.